This data is from Full USPTO retrosynthesis dataset with 1.9M reactions from patents (1976-2016). The task is: Predict the reactants needed to synthesize the given product. (1) Given the product [CH3:17][O:18][C:19]([C:21]12[CH2:30][CH:25]3[CH2:26][CH:27]([CH2:29][CH:23]([CH:24]3[NH:31][C:13]([C:10]3([CH2:9][NH:8][C:6]([O:5][C:1]([CH3:2])([CH3:3])[CH3:4])=[O:7])[CH2:11][CH2:12]3)=[O:34])[CH2:22]1)[CH2:28]2)=[O:20], predict the reactants needed to synthesize it. The reactants are: [C:1]([O:5][C:6]([NH:8][CH2:9][C:10]1([CH2:13]C(O)=O)[CH2:12][CH2:11]1)=[O:7])([CH3:4])([CH3:3])[CH3:2].[CH3:17][O:18][C:19]([C:21]12[CH2:30][CH:25]3[CH2:26][CH:27]([CH2:29][CH:23]([CH:24]3[NH2:31])[CH2:22]1)[CH2:28]2)=[O:20].C1N(P(Cl)(N2C(=O)OCC2)=O)C(=O)[O:34]C1. (2) Given the product [F:19][C:17]1[CH:18]=[C:13]([C:7]2[CH:6]=[N:5][CH:4]=[C:3]([O:2][CH3:1])[CH:8]=2)[CH:14]=[C:15]([F:33])[C:16]=1[C:20]([N:22]1[CH2:26][CH2:25][CH2:24][C@H:23]1[CH2:27][N:28]1[CH2:32][CH2:31][CH2:30][CH2:29]1)=[O:21], predict the reactants needed to synthesize it. The reactants are: [CH3:1][O:2][C:3]1[CH:4]=[N:5][CH:6]=[C:7](B(O)O)[CH:8]=1.Br[C:13]1[CH:18]=[C:17]([F:19])[C:16]([C:20]([N:22]2[CH2:26][CH2:25][CH2:24][C@H:23]2[CH2:27][N:28]2[CH2:32][CH2:31][CH2:30][CH2:29]2)=[O:21])=[C:15]([F:33])[CH:14]=1.